Dataset: Forward reaction prediction with 1.9M reactions from USPTO patents (1976-2016). Task: Predict the product of the given reaction. (1) Given the reactants C([O:3][C:4]([CH:6]1[CH:10]([C:11]2[CH:16]=[CH:15][C:14]([Cl:17])=[C:13]([Cl:18])[CH:12]=2)[CH2:9][N:8]([CH2:19][C:20]2[CH:25]=[CH:24][CH:23]=[CH:22][CH:21]=2)[CH2:7]1)=O)C.[H-].[H-].[H-].[H-].[Li+].[Al+3].O.[OH-].[Na+], predict the reaction product. The product is: [CH2:19]([N:8]1[CH2:9][CH:10]([C:11]2[CH:16]=[CH:15][C:14]([Cl:17])=[C:13]([Cl:18])[CH:12]=2)[CH:6]([CH2:4][OH:3])[CH2:7]1)[C:20]1[CH:21]=[CH:22][CH:23]=[CH:24][CH:25]=1. (2) Given the reactants [CH3:1][N:2]([CH3:9])[C@:3]12[CH2:8][C@H:7]1[CH2:6][NH:5][CH2:4]2.C([O-])([O-])=O.[K+].[K+].Br[CH2:17][CH2:18][CH2:19][Cl:20].O, predict the reaction product. The product is: [Cl:20][CH2:19][CH2:18][CH2:17][N:5]1[CH2:6][C@H:7]2[C@:3]([N:2]([CH3:9])[CH3:1])([CH2:8]2)[CH2:4]1. (3) Given the reactants [Br:1][C:2]1[CH:3]=[CH:4][C:5]([F:30])=[C:6]([C@:8]([NH:22]C(=O)OC(C)(C)C)([CH3:21])[CH2:9][N:10]2[CH:14]=[C:13]([C:15]([F:18])([F:17])[F:16])[N:12]=[C:11]2[C:19]#[N:20])[CH:7]=1, predict the reaction product. The product is: [Br:1][C:2]1[CH:3]=[CH:4][C:5]([F:30])=[C:6]([C@:8]2([CH3:21])[CH2:9][N:10]3[CH:14]=[C:13]([C:15]([F:17])([F:18])[F:16])[N:12]=[C:11]3[C:19]([NH2:20])=[N:22]2)[CH:7]=1. (4) Given the reactants [CH3:1][N:2](C=O)C.[H-].[Na+].[Cl:8][C:9]1[CH:14]=[C:13]([NH:15][CH3:16])[C:12]([C:17]2[CH:18]=[N:19][N:20]([CH3:22])[CH:21]=2)=[CH:11][N:10]=1.IC, predict the reaction product. The product is: [NH3:2].[Cl:8][C:9]1[CH:14]=[C:13]([N:15]([CH3:1])[CH3:16])[C:12]([C:17]2[CH:18]=[N:19][N:20]([CH3:22])[CH:21]=2)=[CH:11][N:10]=1. (5) Given the reactants Cl[C:2]1[N:7]=[C:6]([C:8]2[C:16]3[C:11](=[CH:12][CH:13]=[CH:14][CH:15]=3)[NH:10][CH:9]=2)[C:5]([Cl:17])=[CH:4][N:3]=1.[NH2:18][C:19]1[CH:24]=[CH:23][C:22]([N:25]2[CH2:30][CH2:29][CH:28]([NH:31][CH2:32][CH2:33][OH:34])[CH2:27][CH2:26]2)=[CH:21][C:20]=1[O:35][CH3:36], predict the reaction product. The product is: [Cl:17][C:5]1[C:6]([C:8]2[C:16]3[C:11](=[CH:12][CH:13]=[CH:14][CH:15]=3)[NH:10][CH:9]=2)=[N:7][C:2]([NH:18][C:19]2[CH:24]=[CH:23][C:22]([N:25]3[CH2:30][CH2:29][CH:28]([NH:31][CH2:32][CH2:33][OH:34])[CH2:27][CH2:26]3)=[CH:21][C:20]=2[O:35][CH3:36])=[N:3][CH:4]=1. (6) Given the reactants C(O[C:6]([N:8]1[CH2:12][C@@H:11]([N:13]([CH2:27][C:28]2[CH:33]=[C:32]([C:34]([F:37])([F:36])[F:35])[CH:31]=[C:30]([C:38]([F:41])([F:40])[F:39])[CH:29]=2)[C:14]2[N:19]=[CH:18][C:17]([N:20]3[CH2:24][CH2:23][N:22]([CH3:25])[C:21]3=[O:26])=[CH:16][N:15]=2)[CH2:10][C@H:9]1[CH2:42][CH3:43])=O)(C)(C)C.[ClH:44].CCO[C:48]([CH3:50])=[O:49].FC(F)(F)C1C=[C:55](C=C(C(F)(F)F)C=1)[CH2:56][N:57]([C:65]1[N:70]=[CH:69][C:68](N2CCN(C)C2=O)=C[N:66]=1)[C@@H:58]1CN[C@H](CC)C1.CCN(CC)CC.C([O-])(O)=O.[Na+], predict the reaction product. The product is: [F:36][C:34]([F:35])([F:37])[C:32]1[CH:33]=[C:28]([CH:29]=[C:30]([C:38]([F:40])([F:41])[F:39])[CH:31]=1)[CH2:27][N:13]([C@H:11]1[CH2:10][C@@H:9]([CH2:42][CH3:43])[N:8]([C:6]2[C:68]([Cl:44])=[CH:69][N:70]=[C:65]([N:57]3[CH2:58][CH2:50][CH:48]([OH:49])[CH2:55][CH2:56]3)[N:66]=2)[CH2:12]1)[C:14]1[N:19]=[CH:18][C:17]([N:20]2[CH2:24][CH2:23][N:22]([CH3:25])[C:21]2=[O:26])=[CH:16][N:15]=1. (7) Given the reactants B(Cl)([C@@H]1[C@@H](C)[C@@H]2C(C)(C)[C@@H](C2)C1)[C@@H]1[C@@H](C)[C@@H]2C(C)(C)[C@@H](C2)C1.[CH3:23][O:24][C:25]1[CH:26]=[C:27]([CH2:33][CH2:34][C:35]([C:37]2[CH:51]=[CH:50][CH:49]=[CH:48][C:38]=2[O:39][CH2:40][C:41]([O:43][C:44]([CH3:47])([CH3:46])[CH3:45])=[O:42])=[O:36])[CH:28]=[CH:29][C:30]=1[O:31][CH3:32].N(CCO)CCO, predict the reaction product. The product is: [CH3:23][O:24][C:25]1[CH:26]=[C:27]([CH2:33][CH2:34][C@H:35]([C:37]2[CH:51]=[CH:50][CH:49]=[CH:48][C:38]=2[O:39][CH2:40][C:41]([O:43][C:44]([CH3:45])([CH3:46])[CH3:47])=[O:42])[OH:36])[CH:28]=[CH:29][C:30]=1[O:31][CH3:32].